This data is from Full USPTO retrosynthesis dataset with 1.9M reactions from patents (1976-2016). The task is: Predict the reactants needed to synthesize the given product. (1) The reactants are: [Cl:1][C:2]1[C:3]([CH:8]([NH2:25])[C:9]2[CH:18]=[C:17]3[C:12]([CH:13]=[CH:14][C:15]([C:19]4[CH:24]=[CH:23][CH:22]=[CH:21][CH:20]=4)=[N:16]3)=[CH:11][CH:10]=2)=[N:4][CH:5]=[CH:6][N:7]=1.C(Cl)CCl.C1C=CC2N(O)N=NC=2C=1.[CH2:40]=[C:41]1[CH2:44][CH:43]([C:45](O)=[O:46])[CH2:42]1. Given the product [Cl:1][C:2]1[C:3]([CH:8]([NH:25][C:45]([CH:43]2[CH2:44][C:41](=[CH2:40])[CH2:42]2)=[O:46])[C:9]2[CH:18]=[C:17]3[C:12]([CH:13]=[CH:14][C:15]([C:19]4[CH:24]=[CH:23][CH:22]=[CH:21][CH:20]=4)=[N:16]3)=[CH:11][CH:10]=2)=[N:4][CH:5]=[CH:6][N:7]=1, predict the reactants needed to synthesize it. (2) Given the product [NH2:1][C@@H:2]1[CH2:6][N:5]([C:7]([O:9][CH2:10][C:11]2[CH:16]=[CH:15][CH:14]=[CH:13][CH:12]=2)=[O:8])[CH2:4][C:3]1([CH3:18])[CH3:17], predict the reactants needed to synthesize it. The reactants are: [NH2:1][CH:2]1[CH2:6][N:5]([C:7]([O:9][CH2:10][C:11]2[CH:16]=[CH:15][CH:14]=[CH:13][CH:12]=2)=[O:8])[CH2:4][C:3]1([CH3:18])[CH3:17].CO. (3) Given the product [F:21][C:2]([F:1])([F:20])[C:3]1[C:11]2[CH2:10][CH2:9][CH2:8][CH2:7][C:6]=2[N:5]([C:12]2[CH:17]=[CH:16][C:15]([CH2:18][NH:19][S:25]([CH:22]3[CH2:24][CH2:23]3)(=[O:27])=[O:26])=[CH:14][CH:13]=2)[N:4]=1, predict the reactants needed to synthesize it. The reactants are: [F:1][C:2]([F:21])([F:20])[C:3]1[C:11]2[CH2:10][CH2:9][CH2:8][CH2:7][C:6]=2[N:5]([C:12]2[CH:17]=[CH:16][C:15]([CH2:18][NH2:19])=[CH:14][CH:13]=2)[N:4]=1.[CH:22]1([S:25](Cl)(=[O:27])=[O:26])[CH2:24][CH2:23]1.